From a dataset of Full USPTO retrosynthesis dataset with 1.9M reactions from patents (1976-2016). Predict the reactants needed to synthesize the given product. The reactants are: [N+:1]([C:4]1[CH:5]=[C:6]([S:14]([CH:17]2[CH2:22][N:21]([CH:23]=[O:24])[CH2:20][CH2:19][O:18]2)(=[O:16])=[O:15])[CH:7]=[C:8]([C:10]([F:13])([F:12])[F:11])[CH:9]=1)([O-])=O. Given the product [NH2:1][C:4]1[CH:5]=[C:6]([S:14]([CH:17]2[CH2:22][N:21]([CH:23]=[O:24])[CH2:20][CH2:19][O:18]2)(=[O:16])=[O:15])[CH:7]=[C:8]([C:10]([F:13])([F:11])[F:12])[CH:9]=1, predict the reactants needed to synthesize it.